This data is from Full USPTO retrosynthesis dataset with 1.9M reactions from patents (1976-2016). The task is: Predict the reactants needed to synthesize the given product. (1) Given the product [F:1][C:2]1[CH:9]=[CH:8][CH:7]=[C:6]([O:10][CH:12]([CH3:14])[CH3:13])[C:3]=1[CH:4]=[O:5], predict the reactants needed to synthesize it. The reactants are: [F:1][C:2]1[CH:9]=[CH:8][CH:7]=[C:6]([OH:10])[C:3]=1[CH:4]=[O:5].I[CH:12]([CH3:14])[CH3:13].C([O-])([O-])=O.[K+].[K+].C([O-])([O-])=O.[Cs+].[Cs+]. (2) Given the product [CH3:14][C:12]1[C:11]([CH:15]([CH2:20][CH2:21][CH3:22])[C:16]([O:18][CH3:19])=[O:17])=[C:10]([C:23]2[CH:28]=[CH:27][C:26]([CH3:29])=[CH:25][CH:24]=2)[N:9]=[C:8]([N:1]2[CH2:6][CH2:5][O:4][CH2:3][CH2:2]2)[N:13]=1, predict the reactants needed to synthesize it. The reactants are: [NH:1]1[CH2:6][CH2:5][O:4][CH2:3][CH2:2]1.Cl[C:8]1[N:13]=[C:12]([CH3:14])[C:11]([CH:15]([CH2:20][CH2:21][CH3:22])[C:16]([O:18][CH3:19])=[O:17])=[C:10]([C:23]2[CH:28]=[CH:27][C:26]([CH3:29])=[CH:25][CH:24]=2)[N:9]=1. (3) Given the product [F:15][C:13]1[CH:12]=[C:4]([O:5][CH2:6][CH2:26][N:27]2[CH2:24][CH2:23][CH2:22][CH2:21]2)[CH:3]=[C:2]([F:1])[C:14]=1[CH:20]=[O:16], predict the reactants needed to synthesize it. The reactants are: [F:1][C:2]1[CH:3]=[C:4]([CH:12]=[C:13]([F:15])[CH:14]=1)[O:5][CH2:6]N1CCCC1.[O:16]1[CH2:20]CCC1.[CH2:21]([Li])[CH2:22][CH2:23][CH3:24].[CH3:26][N:27](C)CCN(C)C. (4) Given the product [F:19][C:15]1[CH:14]=[C:13]([CH:18]=[CH:17][CH:16]=1)[CH2:12][O:10][C:6]1[CH:7]=[CH:8][CH:9]=[C:4]([N+:1]([O-:3])=[O:2])[CH:5]=1, predict the reactants needed to synthesize it. The reactants are: [N+:1]([C:4]1[CH:5]=[C:6]([OH:10])[CH:7]=[CH:8][CH:9]=1)([O-:3])=[O:2].Br[CH2:12][C:13]1[CH:18]=[CH:17][CH:16]=[C:15]([F:19])[CH:14]=1.C(=O)([O-])[O-].[K+].[K+]. (5) Given the product [Cl:28][C:29]1[CH:30]=[CH:31][C:32]([C:35]2[N:36]=[C:37]3[CH:42]=[CH:41][C:40]([C:43]([N:50]4[CH2:55][CH2:54][O:53][CH2:52][CH2:51]4)=[O:44])=[CH:39][N:38]3[C:46]=2[CH2:47][OH:48])=[CH:33][CH:34]=1, predict the reactants needed to synthesize it. The reactants are: C(N(C(C)C)CC)(C)C.CCCP1(OP(CCC)(=O)OP(CCC)(=O)O1)=O.[Cl:28][C:29]1[CH:34]=[CH:33][C:32]([C:35]2[N:36]=[C:37]3[CH:42]=[CH:41][C:40]([C:43]([O-])=[O:44])=[CH:39][N:38]3[C:46]=2[CH2:47][OH:48])=[CH:31][CH:30]=1.[Na+].[NH:50]1[CH2:55][CH2:54][O:53][CH2:52][CH2:51]1. (6) Given the product [CH3:11][O:10][C:8](=[O:9])[CH:7]([C:12]([CH2:15][CH3:16])([CH3:1])[CH2:13][CH3:14])[C:6]([O:5][CH3:4])=[O:17], predict the reactants needed to synthesize it. The reactants are: [CH3:1][Mg]Cl.[CH3:4][O:5][C:6](=[O:17])[C:7](=[C:12]([CH2:15][CH3:16])[CH2:13][CH3:14])[C:8]([O:10][CH3:11])=[O:9].[NH4+].[Cl-]. (7) The reactants are: [CH2:1]([C:5]1[N:6]=[C:7]([NH:21][CH2:22][C:23]2[CH:28]=[CH:27][C:26]([O:29][CH3:30])=[CH:25][C:24]=2[O:31][CH3:32])[C:8]2[NH:13][N:12]=[C:11]([C:14]#[C:15][CH2:16][CH2:17][CH2:18][CH2:19]Cl)[C:9]=2[N:10]=1)[CH2:2][CH2:3][CH3:4].[NH:33]1[CH2:37][CH2:36][CH2:35][CH2:34]1.CCN(CC)CC. Given the product [CH2:1]([C:5]1[N:6]=[C:7]([NH:21][CH2:22][C:23]2[CH:28]=[CH:27][C:26]([O:29][CH3:30])=[CH:25][C:24]=2[O:31][CH3:32])[C:8]2[NH:13][N:12]=[C:11]([C:14]#[C:15][CH2:16][CH2:17][CH2:18][CH2:19][N:33]3[CH2:37][CH2:36][CH2:35][CH2:34]3)[C:9]=2[N:10]=1)[CH2:2][CH2:3][CH3:4], predict the reactants needed to synthesize it.